Predict the reaction yield, written as a fraction of the theoretical maximum amount of product (1.0 means a 100% yield; for example, 0.34 means a 34% yield). From a dataset of Reaction yield outcomes from USPTO patents with 853,638 reactions. The reactants are [Na+].[C:2]1([CH3:11])[CH:7]=[CH:6][C:5]([S:8]([O-:10])=[O:9])=[CH:4][CH:3]=1.[CH2:12]([C:16](=[CH2:19])[CH:17]=[O:18])[CH2:13][CH2:14][CH3:15]. The catalyst is C(O)(=O)C.O. The product is [CH3:11][C:2]1[CH:7]=[CH:6][C:5]([S:8]([CH2:19][CH:16]([CH2:12][CH2:13][CH2:14][CH3:15])[CH:17]=[O:18])(=[O:10])=[O:9])=[CH:4][CH:3]=1. The yield is 0.750.